This data is from Catalyst prediction with 721,799 reactions and 888 catalyst types from USPTO. The task is: Predict which catalyst facilitates the given reaction. (1) Reactant: [CH2:1]([N:3]1[CH:12]=[C:11]([C:13](O)=[O:14])[C:10]2[C:5](=[CH:6][C:7]([O:29][CH3:30])=[C:8]([O:16][CH2:17][CH2:18][C:19]3[CH:28]=[CH:27][C:26]4[C:21](=[CH:22][CH:23]=[CH:24][CH:25]=4)[N:20]=3)[CH:9]=2)[C:4]1=[O:31])[CH3:2].CN(C=O)C.O=S(Cl)Cl.[CH2:41]([NH2:45])[CH2:42][CH2:43][CH3:44].CCN(CC)CC. Product: [CH2:41]([NH:45][C:13]([C:11]1[C:10]2[C:5](=[CH:6][C:7]([O:29][CH3:30])=[C:8]([O:16][CH2:17][CH2:18][C:19]3[CH:28]=[CH:27][C:26]4[C:21](=[CH:22][CH:23]=[CH:24][CH:25]=4)[N:20]=3)[CH:9]=2)[C:4](=[O:31])[N:3]([CH2:1][CH3:2])[CH:12]=1)=[O:14])[CH2:42][CH2:43][CH3:44]. The catalyst class is: 2. (2) Reactant: [H-].[Al+3].[Li+].[H-].[H-].[H-].[CH2:7]([CH2:22][C:23](OC)=[O:24])[CH:8]=[C:9]([CH2:11][CH2:12][CH:13]=[C:14]([CH2:16][CH2:17][CH:18]=[C:19]([CH3:21])[CH3:20])[CH3:15])[CH3:10].S([O-])([O-])(=O)=O.[Na+].[Na+].O. Product: [CH3:10][C:9]([CH2:11][CH2:12][CH:13]=[C:14]([CH3:15])[CH2:16][CH2:17][CH:18]=[C:19]([CH3:21])[CH3:20])=[CH:8][CH2:7][CH2:22][CH2:23][OH:24]. The catalyst class is: 7.